From a dataset of Reaction yield outcomes from USPTO patents with 853,638 reactions. Predict the reaction yield, written as a fraction of the theoretical maximum amount of product (1.0 means a 100% yield; for example, 0.34 means a 34% yield). The reactants are [C:1]([O:5][C:6](=[O:35])[CH2:7][O:8][C:9]1[C:14]2[CH2:15][CH2:16][CH2:17][CH2:18][CH:19]([NH:20][S:21]([C:24]3[CH:29]=[C:28]([C:30]([F:33])([F:32])[F:31])[CH:27]=[C:26]([Br:34])[CH:25]=3)(=[O:23])=[O:22])[C:13]=2[CH:12]=[CH:11][CH:10]=1)([CH3:4])([CH3:3])[CH3:2].CI.[C:38]([O-])([O-])=O.[K+].[K+]. No catalyst specified. The product is [C:1]([O:5][C:6](=[O:35])[CH2:7][O:8][C:9]1[C:14]2[CH2:15][CH2:16][CH2:17][CH2:18][CH:19]([N:20]([S:21]([C:24]3[CH:29]=[C:28]([C:30]([F:31])([F:32])[F:33])[CH:27]=[C:26]([Br:34])[CH:25]=3)(=[O:23])=[O:22])[CH3:38])[C:13]=2[CH:12]=[CH:11][CH:10]=1)([CH3:4])([CH3:2])[CH3:3]. The yield is 0.980.